Dataset: NCI-60 drug combinations with 297,098 pairs across 59 cell lines. Task: Regression. Given two drug SMILES strings and cell line genomic features, predict the synergy score measuring deviation from expected non-interaction effect. (1) Drug 1: CNC(=O)C1=CC=CC=C1SC2=CC3=C(C=C2)C(=NN3)C=CC4=CC=CC=N4. Drug 2: C1CCN(CC1)CCOC2=CC=C(C=C2)C(=O)C3=C(SC4=C3C=CC(=C4)O)C5=CC=C(C=C5)O. Cell line: LOX IMVI. Synergy scores: CSS=0.943, Synergy_ZIP=-2.49, Synergy_Bliss=-2.84, Synergy_Loewe=-0.468, Synergy_HSA=-0.939. (2) Drug 1: CCC1(CC2CC(C3=C(CCN(C2)C1)C4=CC=CC=C4N3)(C5=C(C=C6C(=C5)C78CCN9C7C(C=CC9)(C(C(C8N6C=O)(C(=O)OC)O)OC(=O)C)CC)OC)C(=O)OC)O.OS(=O)(=O)O. Drug 2: C#CCC(CC1=CN=C2C(=N1)C(=NC(=N2)N)N)C3=CC=C(C=C3)C(=O)NC(CCC(=O)O)C(=O)O. Cell line: K-562. Synergy scores: CSS=88.3, Synergy_ZIP=6.91, Synergy_Bliss=-3.74, Synergy_Loewe=35.5, Synergy_HSA=0.317. (3) Drug 1: C1CCC(C(C1)N)N.C(=O)(C(=O)[O-])[O-].[Pt+4]. Drug 2: N.N.Cl[Pt+2]Cl. Cell line: PC-3. Synergy scores: CSS=37.1, Synergy_ZIP=-6.76, Synergy_Bliss=0.134, Synergy_Loewe=3.36, Synergy_HSA=4.29. (4) Drug 1: C1=CC(=CC=C1CC(C(=O)O)N)N(CCCl)CCCl.Cl. Drug 2: CC1C(C(CC(O1)OC2CC(OC(C2O)C)OC3=CC4=CC5=C(C(=O)C(C(C5)C(C(=O)C(C(C)O)O)OC)OC6CC(C(C(O6)C)O)OC7CC(C(C(O7)C)O)OC8CC(C(C(O8)C)O)(C)O)C(=C4C(=C3C)O)O)O)O. Cell line: UACC62. Synergy scores: CSS=18.1, Synergy_ZIP=2.60, Synergy_Bliss=10.0, Synergy_Loewe=10.2, Synergy_HSA=10.7. (5) Drug 1: CC12CCC(CC1=CCC3C2CCC4(C3CC=C4C5=CN=CC=C5)C)O. Drug 2: C(CCl)NC(=O)N(CCCl)N=O. Cell line: SN12C. Synergy scores: CSS=4.95, Synergy_ZIP=3.54, Synergy_Bliss=-0.0513, Synergy_Loewe=0.809, Synergy_HSA=0.755. (6) Drug 1: CC(C1=C(C=CC(=C1Cl)F)Cl)OC2=C(N=CC(=C2)C3=CN(N=C3)C4CCNCC4)N. Drug 2: C1CCC(CC1)NC(=O)N(CCCl)N=O. Cell line: T-47D. Synergy scores: CSS=2.30, Synergy_ZIP=2.82, Synergy_Bliss=7.92, Synergy_Loewe=5.75, Synergy_HSA=6.30.